This data is from Reaction yield outcomes from USPTO patents with 853,638 reactions. The task is: Predict the reaction yield, written as a fraction of the theoretical maximum amount of product (1.0 means a 100% yield; for example, 0.34 means a 34% yield). (1) The reactants are [CH2:1]([NH:8][C:9]([NH:11][C:12]1[CH:13]=[N:14][N:15]([CH2:17][C:18]2[C:19]([CH3:24])=[N:20][O:21][C:22]=2[CH3:23])[CH:16]=1)=[O:10])[C:2]1[CH:7]=[CH:6][CH:5]=[CH:4][CH:3]=1.[C:25](=[O:30])=[N:26][C:27](Cl)=[O:28]. The catalyst is C1COCC1. The product is [CH2:1]([N:8]1[C:27](=[O:28])[NH:26][C:25](=[O:30])[N:11]([C:12]2[CH:13]=[N:14][N:15]([CH2:17][C:18]3[C:19]([CH3:24])=[N:20][O:21][C:22]=3[CH3:23])[CH:16]=2)[C:9]1=[O:10])[C:2]1[CH:7]=[CH:6][CH:5]=[CH:4][CH:3]=1. The yield is 0.930. (2) The reactants are [F:1][C:2]1[CH:3]=[C:4]([C:8]2[N:9]=[C:10]([N:13]3[CH2:18][CH2:17][N:16](C(OC(C)(C)C)=O)[CH2:15][CH2:14]3)[S:11][CH:12]=2)[CH:5]=[CH:6][CH:7]=1.Cl. The catalyst is C(OCC)(=O)C. The product is [F:1][C:2]1[CH:3]=[C:4]([C:8]2[N:9]=[C:10]([N:13]3[CH2:14][CH2:15][NH:16][CH2:17][CH2:18]3)[S:11][CH:12]=2)[CH:5]=[CH:6][CH:7]=1. The yield is 0.863. (3) The reactants are [CH3:1][O:2][C:3](=[O:13])[CH2:4][C:5]1[CH:10]=[CH:9][C:8](Cl)=[CH:7][C:6]=1[F:12].C1(P(C2CCCCC2)C2C=CC=CC=2C2C(OC)=CC=CC=2OC)CCCCC1.P([O-])([O-])([O-])=O.[K+].[K+].[K+].[CH2:51]([C:53]([C:72]1[CH:77]=[CH:76][C:75](/[CH:78]=[CH:79]/[C:80]2([OH:85])[CH2:84][CH2:83][CH2:82][CH2:81]2)=[C:74]([CH3:86])[CH:73]=1)([C:56]1[CH:61]=[CH:60][C:59](B2OC(C)(C)C(C)(C)O2)=[C:58]([CH3:71])[CH:57]=1)[CH2:54][CH3:55])[CH3:52].C(=O)(O)[O-].[Na+]. The catalyst is C([O-])(=O)C.[Pd+2].C([O-])(=O)C.O.C1(C)C=CC=CC=1. The product is [CH3:1][O:2][C:3](=[O:13])[CH2:4][C:5]1[CH:10]=[CH:9][C:8]([C:59]2[CH:60]=[CH:61][C:56]([C:53]([CH2:54][CH3:55])([C:72]3[CH:77]=[CH:76][C:75](/[CH:78]=[CH:79]/[C:80]4([OH:85])[CH2:81][CH2:82][CH2:83][CH2:84]4)=[C:74]([CH3:86])[CH:73]=3)[CH2:51][CH3:52])=[CH:57][C:58]=2[CH3:71])=[CH:7][C:6]=1[F:12]. The yield is 0.300. (4) The reactants are I[C:2]1[CH:3]=[C:4]([CH3:9])[CH:5]=[C:6]([CH3:8])[CH:7]=1.[SH:10][C:11]1[CH:16]=[CH:15][C:14]([OH:17])=[CH:13][CH:12]=1.C([O-])([O-])=O.[K+].[K+].C(O)CO. The catalyst is [Cu]I.CC(O)C. The product is [CH3:8][C:6]1[CH:7]=[C:2]([S:10][C:11]2[CH:16]=[CH:15][C:14]([OH:17])=[CH:13][CH:12]=2)[CH:3]=[C:4]([CH3:9])[CH:5]=1. The yield is 0.900. (5) The reactants are [C:1]([NH:8][CH2:9][C:10]([OH:12])=O)([O:3][C:4]([CH3:7])([CH3:6])[CH3:5])=[O:2].CCN(C(C)C)C(C)C.C1C=CC2N(O)N=NC=2C=1.CCN=C=NCCCN(C)C.FC(F)(F)C(O)=O.[C:50]1([C:56]2[CH:61]=[C:60]([CH:62]3[CH2:67][CH2:66][NH:65][CH2:64][CH2:63]3)[CH:59]=[CH:58][C:57]=2[NH:68][C:69]([C:71]2[NH:72][CH:73]=[C:74]([C:76]#[N:77])[N:75]=2)=[O:70])[CH2:55][CH2:54][CH2:53][CH2:52][CH:51]=1. The catalyst is C(Cl)Cl. The product is [C:4]([O:3][C:1](=[O:2])[NH:8][CH2:9][C:10]([N:65]1[CH2:66][CH2:67][CH:62]([C:60]2[CH:59]=[CH:58][C:57]([NH:68][C:69]([C:71]3[NH:72][CH:73]=[C:74]([C:76]#[N:77])[N:75]=3)=[O:70])=[C:56]([C:50]3[CH2:55][CH2:54][CH2:53][CH2:52][CH:51]=3)[CH:61]=2)[CH2:63][CH2:64]1)=[O:12])([CH3:5])([CH3:6])[CH3:7]. The yield is 0.470. (6) The reactants are [CH3:1][C:2]1[NH:3][C:4](=O)[C:5]2[N:11]=[C:10]([C:12]3[CH:17]=[CH:16][C:15]([O:18][CH3:19])=[C:14]([O:20][CH3:21])[CH:13]=3)[CH:9]=[CH:8][C:6]=2[N:7]=1.N1C(C)=CC=CC=1C.O=P(Cl)(Cl)[Cl:33]. The catalyst is C1(C)C=CC=CC=1.C(OCC)(=O)C. The product is [CH3:1][C:2]1[N:3]=[C:4]([Cl:33])[C:5]2[N:11]=[C:10]([C:12]3[CH:17]=[CH:16][C:15]([O:18][CH3:19])=[C:14]([O:20][CH3:21])[CH:13]=3)[CH:9]=[CH:8][C:6]=2[N:7]=1. The yield is 0.750. (7) The reactants are [CH3:1][O:2][C:3]1[CH:16]=[CH:15][C:14]2[C:5](=[C:6]([C:19]([OH:21])=[O:20])[C:7]3[C:12]([N:13]=2)=[CH:11][CH:10]=[C:9]([O:17][CH3:18])[CH:8]=3)[CH:4]=1.S(Cl)(Cl)=O.[Br:26][C:27]1[CH:32]=[CH:31][CH:30]=[C:29]([Br:33])[C:28]=1O. The catalyst is N1C=CC=CC=1. The product is [CH3:18][O:17][C:9]1[CH:10]=[CH:11][C:12]2[C:7](=[C:6]([C:19]([O:21][C:28]3[C:27]([Br:26])=[CH:32][CH:31]=[CH:30][C:29]=3[Br:33])=[O:20])[C:5]3[C:14]([N:13]=2)=[CH:15][CH:16]=[C:3]([O:2][CH3:1])[CH:4]=3)[CH:8]=1. The yield is 0.670.